This data is from Forward reaction prediction with 1.9M reactions from USPTO patents (1976-2016). The task is: Predict the product of the given reaction. (1) Given the reactants [Br:1][C:2]1[CH:7]=[CH:6][C:5]([C:8]2[O:12][N:11]=[C:10]([CH3:13])[C:9]=2[CH2:14][OH:15])=[CH:4][CH:3]=1.C[N+]1([O-])CCOCC1, predict the reaction product. The product is: [Br:1][C:2]1[CH:3]=[CH:4][C:5]([C:8]2[O:12][N:11]=[C:10]([CH3:13])[C:9]=2[CH:14]=[O:15])=[CH:6][CH:7]=1. (2) Given the reactants Cl[CH2:2][C:3]([NH:5][C:6]1[CH:11]=[C:10]([Cl:12])[N:9]=[C:8]([N:13]2[CH:17]=[CH:16][CH:15]=[N:14]2)[N:7]=1)=[O:4].CN1CCCCC1.ClC1N=C(N2C(C)=CC(C)=N2)N=C([NH:39][C:40](=O)[CH2:41][N:42]2[CH2:47][CH2:46]OC[CH2:43]2)C=1, predict the reaction product. The product is: [Cl:12][C:10]1[N:9]=[C:8]([N:13]2[CH:17]=[CH:16][CH:15]=[N:14]2)[N:7]=[C:6]([NH:5][C:3](=[O:4])[CH2:2][N:39]2[CH2:40][CH2:41][N:42]([CH3:43])[CH2:47][CH2:46]2)[CH:11]=1. (3) Given the reactants C(OC([NH:8][CH:9]([CH3:31])[CH2:10][CH2:11][N:12]1[C:20]2[C:15](=[CH:16][CH:17]=[C:18]([C:21]([O:23][CH2:24][CH3:25])=[O:22])[CH:19]=2)[CH:14]=[C:13]1[C:26](OCC)=[O:27])=O)(C)(C)C.N1C2C(=CC=C(C(OCC)=O)C=2)C=C1C(OCC)=O.C(O)(C(F)(F)F)=O.C([O-])([O-])=O.[K+].[K+].C(N(CC)CC)C, predict the reaction product. The product is: [CH3:31][CH:9]1[CH2:10][CH2:11][N:12]2[C:20]3[CH:19]=[C:18]([C:21]([O:23][CH2:24][CH3:25])=[O:22])[CH:17]=[CH:16][C:15]=3[CH:14]=[C:13]2[C:26](=[O:27])[NH:8]1. (4) Given the reactants O1CCN(C([O-])=O)S1=O.[O:10]=[S:11](Cl)Cl.[OH:14][CH2:15][C@@H:16]([NH:28][C:29](=[O:35])[O:30][C:31]([CH3:34])([CH3:33])[CH3:32])[CH2:17][N:18]1[CH2:23][CH2:22][CH:21]([C:24]([F:27])([F:26])[F:25])[CH2:20][CH2:19]1.N1C=CC=CC=1, predict the reaction product. The product is: [F:26][C:24]([F:25])([F:27])[CH:21]1[CH2:22][CH2:23][N:18]([CH2:17][C@H:16]2[CH2:15][O:14][S:11](=[O:10])[N:28]2[C:29]([O:30][C:31]([CH3:32])([CH3:34])[CH3:33])=[O:35])[CH2:19][CH2:20]1. (5) Given the reactants [C:1]([O:5][C:6](=[O:15])[CH2:7]/[N:8]=[CH:9]/[CH2:10][C:11]([CH3:14])([CH3:13])[CH3:12])([CH3:4])([CH3:3])[CH3:2].[Cl:16][C:17]1[CH:22]=[CH:21][C:20](/[C:23](=[CH:26]/[C:27]2[CH:32]=[CH:31][C:30]([Cl:33])=[C:29]([Cl:34])[CH:28]=2)/[C:24]#[N:25])=[C:19]([F:35])[CH:18]=1.C(N(CC)CC)C, predict the reaction product. The product is: [C:1]([O:5][C:6]([CH:7]1[CH:26]([C:27]2[CH:32]=[CH:31][C:30]([Cl:33])=[C:29]([Cl:34])[CH:28]=2)[C:23]([C:20]2[CH:21]=[CH:22][C:17]([Cl:16])=[CH:18][C:19]=2[F:35])([C:24]#[N:25])[CH:9]([CH2:10][C:11]([CH3:14])([CH3:13])[CH3:12])[NH:8]1)=[O:15])([CH3:4])([CH3:3])[CH3:2]. (6) Given the reactants [Cl:1][C:2]1[CH:7]=[CH:6][C:5]([N:8]2[CH2:13][CH2:12][N:11]([C:14](=[O:27])[CH2:15][N:16]3[C:20]4[CH:21]=[CH:22][C:23]([OH:25])=[CH:24][C:19]=4[O:18][C:17]3=[O:26])[CH2:10][CH2:9]2)=[CH:4][C:3]=1[O:28][CH3:29].Cl[CH2:31][C:32]([O:34][CH2:35][CH3:36])=[O:33].C(=O)([O-])[O-].[Cs+].[Cs+], predict the reaction product. The product is: [CH2:35]([O:34][C:32](=[O:33])[CH2:31][O:25][C:23]1[CH:22]=[CH:21][C:20]2[N:16]([CH2:15][C:14]([N:11]3[CH2:10][CH2:9][N:8]([C:5]4[CH:6]=[CH:7][C:2]([Cl:1])=[C:3]([O:28][CH3:29])[CH:4]=4)[CH2:13][CH2:12]3)=[O:27])[C:17](=[O:26])[O:18][C:19]=2[CH:24]=1)[CH3:36]. (7) Given the reactants CS(O[CH2:6][CH2:7][N:8]1[CH:16]=[C:15]2[C:10]([CH2:11][CH2:12][C:13]3[C:19]4[C:20]([NH:24][C:25]5[CH:30]=[CH:29][C:28]([O:31][CH2:32][C:33]6[CH:38]=[CH:37][CH:36]=[CH:35][CH:34]=6)=[C:27]([Cl:39])[CH:26]=5)=[N:21][CH:22]=[N:23][C:18]=4[S:17][C:14]=32)=[N:9]1)(=O)=O.[NH:40]1[CH2:45][CH2:44][O:43][CH2:42][CH2:41]1.C(N(C(C)C)CC)(C)C, predict the reaction product. The product is: [CH2:32]([O:31][C:28]1[CH:29]=[CH:30][C:25]([NH:24][C:20]2[N:21]=[CH:22][N:23]=[C:18]3[S:17][C:14]4[C:15]5[C:10]([CH2:11][CH2:12][C:13]=4[C:19]=23)=[N:9][N:8]([CH2:7][CH2:6][N:40]2[CH2:45][CH2:44][O:43][CH2:42][CH2:41]2)[CH:16]=5)=[CH:26][C:27]=1[Cl:39])[C:33]1[CH:34]=[CH:35][CH:36]=[CH:37][CH:38]=1.